From a dataset of Catalyst prediction with 721,799 reactions and 888 catalyst types from USPTO. Predict which catalyst facilitates the given reaction. (1) Reactant: [C:1]1([CH3:27])[CH:6]=[CH:5][C:4]([C:7]2[O:15][C:10]3=[CH:11][N:12]=[CH:13][CH:14]=[C:9]3[C:8]=2[NH:16][C:17]2[CH:18]=[C:19]3[C:23](=[CH:24][CH:25]=2)[C:22](=O)[CH2:21][CH2:20]3)=[CH:3][CH:2]=1.[NH2:28][OH:29]. Product: [C:1]1([CH3:27])[CH:6]=[CH:5][C:4]([C:7]2[O:15][C:10]3=[CH:11][N:12]=[CH:13][CH:14]=[C:9]3[C:8]=2[NH:16][C:17]2[CH:18]=[C:19]3[C:23](=[CH:24][CH:25]=2)[C:22](=[N:28][OH:29])[CH2:21][CH2:20]3)=[CH:3][CH:2]=1. The catalyst class is: 40. (2) Reactant: [Li+].[OH-].C[O:4][C:5]([C@H:7]1[CH2:12][CH2:11][C@H:10]([CH2:13][N:14]2[C:18]3[CH:19]=[C:20]([O:24][CH3:25])[C:21]([F:23])=[CH:22][C:17]=3[N:16]([CH3:26])[C:15]2=[O:27])[CH2:9][CH2:8]1)=[O:6]. Product: [F:23][C:21]1[C:20]([O:24][CH3:25])=[CH:19][C:18]2[N:14]([CH2:13][C@H:10]3[CH2:9][CH2:8][C@H:7]([C:5]([OH:6])=[O:4])[CH2:12][CH2:11]3)[C:15](=[O:27])[N:16]([CH3:26])[C:17]=2[CH:22]=1. The catalyst class is: 20. (3) Reactant: [Si]([O:8][CH2:9][CH2:10][N:11]([CH3:23])[C:12](=[O:22])[C:13]1[CH:18]=[CH:17][C:16](F)=[C:15]([Cl:20])[C:14]=1F)(C(C)(C)C)(C)C.[OH:24][C:25]1[CH:26]=[C:27]([CH:37]=[C:38]([O:40][CH:41]([CH3:43])[CH3:42])[CH:39]=1)[C:28]([NH:30][C:31]1[CH:35]=[CH:34][N:33]([CH3:36])[N:32]=1)=[O:29].C(=O)([O-])[O-].[K+].[K+].O. Product: [Cl:20][C:15]1[C:14]2[O:8][CH2:9][CH2:10][N:11]([CH3:23])[C:12](=[O:22])[C:13]=2[CH:18]=[CH:17][C:16]=1[O:24][C:25]1[CH:26]=[C:27]([CH:37]=[C:38]([O:40][CH:41]([CH3:43])[CH3:42])[CH:39]=1)[C:28]([NH:30][C:31]1[CH:35]=[CH:34][N:33]([CH3:36])[N:32]=1)=[O:29]. The catalyst class is: 44.